From a dataset of Full USPTO retrosynthesis dataset with 1.9M reactions from patents (1976-2016). Predict the reactants needed to synthesize the given product. (1) Given the product [CH2:22]([N:24]([CH2:29][CH3:30])[CH2:25][CH2:26][CH2:27][O:1][C:2]1[CH:7]=[CH:6][C:5]([C:8](=[O:10])[CH3:9])=[CH:4][CH:3]=1)[CH3:23], predict the reactants needed to synthesize it. The reactants are: [OH:1][C:2]1[CH:7]=[CH:6][C:5]([C:8](=[O:10])[CH3:9])=[CH:4][CH:3]=1.C(=O)([O-])[O-].[K+].[K+].S([O-])(=O)(=O)C.[CH2:22]([N:24]([CH2:29][CH3:30])[CH2:25][CH2:26][CH2:27]O)[CH3:23].CS(Cl)(=O)=O. (2) Given the product [F:30][C:16]1[CH:17]=[C:18]2[C:13](=[CH:14][CH:15]=1)[N:12]=[C:11]([CH:9]([NH:8][C:6](=[O:7])[O:5][C:1]([CH3:3])([CH3:4])[CH3:2])[CH3:10])[C:20]([C:21]1[CH:26]=[CH:25][CH:24]=[CH:23][CH:22]=1)=[C:19]2[C:27](=[O:28])[NH:32][CH3:31], predict the reactants needed to synthesize it. The reactants are: [C:1]([O:5][C:6]([NH:8][CH:9]([C:11]1[C:20]([C:21]2[CH:26]=[CH:25][CH:24]=[CH:23][CH:22]=2)=[C:19]([C:27](O)=[O:28])[C:18]2[C:13](=[CH:14][CH:15]=[C:16]([F:30])[CH:17]=2)[N:12]=1)[CH3:10])=[O:7])([CH3:4])([CH3:3])[CH3:2].[CH3:31][N:32](C(ON1N=NC2C=CC=NC1=2)=[N+](C)C)C.F[P-](F)(F)(F)(F)F.CCN(C(C)C)C(C)C.CN. (3) Given the product [N:1]1([C:8]2[CH:13]=[CH:12][C:11]([NH2:14])=[CH:10][CH:9]=2)[CH2:6][CH2:5][O:4][CH2:3][C:2]1=[O:7], predict the reactants needed to synthesize it. The reactants are: [N:1]1([C:8]2[CH:13]=[CH:12][C:11]([N+:14]([O-])=O)=[CH:10][CH:9]=2)[CH2:6][CH2:5][O:4][CH2:3][C:2]1=[O:7].[H][H]. (4) Given the product [CH2:1]([O:8][C:9]1[C:14](=[O:15])[N:13]=[C:12]([CH2:16][C:17]2([C:22]3[CH:23]=[CH:24][CH:25]=[CH:26][CH:27]=3)[CH2:21][CH2:20][CH2:19][CH2:18]2)[N:11]2[CH2:28][CH2:29][N:30]([CH2:33][C:34]3[CH:39]=[CH:38][C:37]([F:36])=[CH:76][CH:35]=3)[C:31](=[O:32])[C:10]=12)[C:2]1[CH:3]=[CH:4][CH:5]=[CH:6][CH:7]=1, predict the reactants needed to synthesize it. The reactants are: [CH2:1]([O:8][C:9]1[C:14](=[O:15])[N:13]=[C:12]([CH2:16][C:17]2([C:22]3[CH:27]=[CH:26][CH:25]=[CH:24][CH:23]=3)[CH2:21][CH2:20][CH2:19][CH2:18]2)[N:11]2[CH2:28][CH2:29][N:30]([CH:33]3[CH2:35][CH2:34]3)[C:31](=[O:32])[C:10]=12)[C:2]1[CH:7]=[CH:6][CH:5]=[CH:4][CH:3]=1.[F:36][C:37]1[CH:76]=CC(CN(CCO)C(C2C(OCC3C=CC=CC=3)=C(O)N=C(CC3(C4C=CC=CC=4)CCCC3)N=2)=O)=[CH:39][CH:38]=1. (5) Given the product [CH3:15][O:16][C:22]1[CH:29]=[CH:28][CH:27]=[CH:26][C:23]=1[CH2:24][OH:25], predict the reactants needed to synthesize it. The reactants are: N1C2C(=CC=C3C=2N=CC=C3)C=CC=1.[C:15]([O-])([O-])=[O:16].[Cs+].[Cs+].I[C:22]1[CH:29]=[CH:28][CH:27]=[CH:26][C:23]=1[CH2:24][OH:25]. (6) Given the product [ClH:31].[NH2:1][C:2]1([CH3:30])[C:6]2([CH2:7][CH2:8]2)[CH2:5][N:4]([C:9]2[C:18]([O:19][CH3:20])=[C:17]3[C:12]([C:13](=[O:28])[C:14]([C:25]([OH:27])=[O:26])=[CH:15][N:16]3[C@@H:21]3[CH2:23][C@@H:22]3[F:24])=[CH:11][C:10]=2[F:29])[CH2:3]1, predict the reactants needed to synthesize it. The reactants are: [NH2:1][C:2]1([CH3:30])[C:6]2([CH2:8][CH2:7]2)[CH2:5][N:4]([C:9]2[C:18]([O:19][CH3:20])=[C:17]3[C:12]([C:13](=[O:28])[C:14]([C:25]([OH:27])=[O:26])=[CH:15][N:16]3[C@@H:21]3[CH2:23][C@@H:22]3[F:24])=[CH:11][C:10]=2[F:29])[CH2:3]1.[ClH:31].C(O)(C)C.